This data is from Full USPTO retrosynthesis dataset with 1.9M reactions from patents (1976-2016). The task is: Predict the reactants needed to synthesize the given product. (1) Given the product [Cl:10][C:4]1[C:3]([Cl:11])=[CH:2][CH:8]=[C:7]([F:9])[C:5]=1[NH2:6], predict the reactants needed to synthesize it. The reactants are: Br[C:2]1[CH:8]=[C:7]([F:9])[C:5]([NH2:6])=[C:4]([Cl:10])[C:3]=1[Cl:11].[Li]CCCC.O. (2) Given the product [Cl:32][C:21]1[N:22]=[C:23]([N:26]2[CH2:31][CH2:30][O:29][CH2:28][CH2:27]2)[C:24]2[S:25][C:17]([CH2:16][N:12]3[CH2:11][CH2:36][N:35]4[CH2:39][CH2:40][CH2:41][C@@H:34]4[CH2:13]3)=[CH:18][C:19]=2[N:20]=1, predict the reactants needed to synthesize it. The reactants are: C(OC(N1CC2C([CH2:11][N:12]([CH2:16][C:17]3[S:25][C:24]4[C:23]([N:26]5[CH2:31][CH2:30][O:29][CH2:28][CH2:27]5)=[N:22][C:21]([Cl:32])=[N:20][C:19]=4[CH:18]=3)[CH2:13]2)C1)=O)(C)(C)C.C1NC[CH2:36][N:35]2[CH2:39][CH2:40][CH2:41][C@H:34]12.